From a dataset of Reaction yield outcomes from USPTO patents with 853,638 reactions. Predict the reaction yield, written as a fraction of the theoretical maximum amount of product (1.0 means a 100% yield; for example, 0.34 means a 34% yield). (1) The catalyst is CO. The reactants are [Si]([O:8][CH2:9][C:10]([C:13]1[S:14][C:15]([C:18]2[CH:23]=[C:22]([F:24])[CH:21]=[C:20]([NH:25][C:26]3[N:31]=[C:30]([CH:32]4[CH2:34][CH2:33]4)[C:29]([F:35])=[CH:28][N:27]=3)[CH:19]=2)=[CH:16][N:17]=1)([OH:12])[CH3:11])(C(C)(C)C)(C)C.Cl. The yield is 0.810. The product is [CH:32]1([C:30]2[C:29]([F:35])=[CH:28][N:27]=[C:26]([NH:25][C:20]3[CH:19]=[C:18]([C:15]4[S:14][C:13]([C:10]([OH:12])([CH3:11])[CH2:9][OH:8])=[N:17][CH:16]=4)[CH:23]=[C:22]([F:24])[CH:21]=3)[N:31]=2)[CH2:33][CH2:34]1. (2) The reactants are [N:1]1[C:5]2[C:6]3[CH:14]=[CH:13][CH:12]=[CH:11][C:7]=3[O:8][CH2:9][CH2:10][C:4]=2[S:3][C:2]=1[NH:15][CH2:16][CH:17]1[CH2:22][CH2:21][CH:20]([NH:23][C:24](=O)[CH2:25][CH3:26])[CH2:19][CH2:18]1.Cl.[OH-].[Na+]. The catalyst is C1COCC1. The product is [CH2:24]([NH:23][CH:20]1[CH2:21][CH2:22][CH:17]([CH2:16][NH:15][C:2]2[S:3][C:4]3[CH2:10][CH2:9][O:8][C:7]4[CH:11]=[CH:12][CH:13]=[CH:14][C:6]=4[C:5]=3[N:1]=2)[CH2:18][CH2:19]1)[CH2:25][CH3:26]. The yield is 0.770. (3) The reactants are [O:1]=[C:2]1[C:11]2[C:6](=[CH:7][CH:8]=[C:9]([C:12]3([C:15]([O:17]C)=[O:16])[CH2:14][CH2:13]3)[CH:10]=2)[O:5][CH2:4][CH2:3]1.O[Li].[OH2:21].[CH3:22]O. The catalyst is O. The product is [OH:1][C:2]1([O:21][CH3:22])[C:11]2[C:6](=[CH:7][CH:8]=[C:9]([C:12]3([C:15]([OH:17])=[O:16])[CH2:13][CH2:14]3)[CH:10]=2)[O:5][CH2:4][CH2:3]1. The yield is 0.440. (4) The reactants are O.O[N:3]1C2C=CC=CC=2N=N1.Cl.CN(C)CCCN=C=NCC.[C:24]([O:28][C:29]([N:31]1[CH2:36][CH2:35][C:34]([NH:40][C:41]([O:43][C:44]([CH3:47])([CH3:46])[CH3:45])=[O:42])([C:37](O)=[O:38])[CH2:33][CH2:32]1)=[O:30])([CH3:27])([CH3:26])[CH3:25].[OH-].[NH4+]. The catalyst is CN(C=O)C.[Cl-].[Na+].O.O. The product is [C:24]([O:28][C:29]([N:31]1[CH2:36][CH2:35][C:34]([NH:40][C:41]([O:43][C:44]([CH3:45])([CH3:47])[CH3:46])=[O:42])([C:37](=[O:38])[NH2:3])[CH2:33][CH2:32]1)=[O:30])([CH3:27])([CH3:25])[CH3:26]. The yield is 0.970.